From a dataset of Reaction yield outcomes from USPTO patents with 853,638 reactions. Predict the reaction yield, written as a fraction of the theoretical maximum amount of product (1.0 means a 100% yield; for example, 0.34 means a 34% yield). (1) The reactants are O=C1C2C(=CC=CC=2)C(=O)[N:3]1[O:12][C@@H:13]1[CH2:17][CH2:16][N:15]([C:18]([O:20][C:21]([CH3:24])([CH3:23])[CH3:22])=[O:19])[CH2:14]1.O[C@@H]1CCN(C(OC(C)(C)C)=O)C1.NN. The catalyst is CO. The product is [NH2:3][O:12][C@@H:13]1[CH2:17][CH2:16][N:15]([C:18]([O:20][C:21]([CH3:24])([CH3:23])[CH3:22])=[O:19])[CH2:14]1. The yield is 0.783. (2) The reactants are [C:1]([O:5][C:6]([N:8]([CH2:20][C:21](OCC)=[O:22])[CH:9]1[CH2:12][N:11]([C:13]([O:15][C:16]([CH3:19])([CH3:18])[CH3:17])=[O:14])[CH2:10]1)=[O:7])([CH3:4])([CH3:3])[CH3:2].[NH2:26][NH2:27]. The catalyst is C(O)C. The product is [C:1]([O:5][C:6]([N:8]([CH2:20][C:21]([NH:26][NH2:27])=[O:22])[CH:9]1[CH2:10][N:11]([C:13]([O:15][C:16]([CH3:19])([CH3:18])[CH3:17])=[O:14])[CH2:12]1)=[O:7])([CH3:4])([CH3:3])[CH3:2]. The yield is 0.940. (3) The catalyst is C(O)C. The yield is 0.750. The reactants are [CH3:1][NH:2][C:3]1[C:8]([CH:9]=O)=[CH:7][N:6]=[C:5]2[NH:11][CH:12]=[CH:13][C:4]=12.[CH3:14][O:15][C:16]1[CH:17]=[C:18]([NH2:24])[CH:19]=[C:20]([O:22][CH3:23])[CH:21]=1.C(O)(=O)C.C([BH3-])#N.[Na+].C([O-])([O-])=O.[Na+].[Na+]. The product is [CH3:23][O:22][C:20]1[CH:19]=[C:18]([NH:24][CH2:9][C:8]2[CH:7]=[N:6][C:5]3[NH:11][CH:12]=[CH:13][C:4]=3[C:3]=2[NH:2][CH3:1])[CH:17]=[C:16]([O:15][CH3:14])[CH:21]=1. (4) The reactants are [F:1][C:2]1[CH:3]=[C:4]([CH:42]=[C:43]([F:45])[CH:44]=1)[C:5]([C:7]1[CH:8]=[C:9]2[C:13](=[CH:14][CH:15]=1)[N:12]([C:16]([C:29]1[CH:34]=[CH:33][CH:32]=[CH:31][CH:30]=1)([C:23]1[CH:28]=[CH:27][CH:26]=[CH:25][CH:24]=1)[C:17]1[CH:22]=[CH:21][CH:20]=[CH:19][CH:18]=1)[N:11]=[C:10]2[NH:35]C(=O)C(F)(F)F)=[O:6].C(O)(C)C.O1CCCC1. The catalyst is C(N(CC)CC)C. The product is [NH2:35][C:10]1[C:9]2[C:13](=[CH:14][CH:15]=[C:7]([C:5]([C:4]3[CH:42]=[C:43]([F:45])[CH:44]=[C:2]([F:1])[CH:3]=3)=[O:6])[CH:8]=2)[N:12]([C:16]([C:23]2[CH:24]=[CH:25][CH:26]=[CH:27][CH:28]=2)([C:29]2[CH:30]=[CH:31][CH:32]=[CH:33][CH:34]=2)[C:17]2[CH:22]=[CH:21][CH:20]=[CH:19][CH:18]=2)[N:11]=1. The yield is 0.990. (5) The reactants are [CH:1]1[C:6]([C:7]2[C:16](=[O:17])[C:15]3[CH:14]=[CH:13][C:12]([OH:18])=[CH:11][C:10]=3[O:9][CH:8]=2)=[CH:5][CH:4]=[C:3]([OH:19])[CH:2]=1.[H-].[Na+].[H][H].[CH2:24](Br)[C:25]#[CH:26]. The catalyst is CC(C)=O.C1(C)C=CC=CC=1. The product is [OH:19][C:3]1[CH:4]=[CH:5][C:6]([C:7]2[C:16](=[O:17])[C:15]3[C:10](=[CH:11][C:12]([O:18][CH2:26][C:25]#[CH:24])=[CH:13][CH:14]=3)[O:9][CH:8]=2)=[CH:1][CH:2]=1. The yield is 0.570. (6) The reactants are [C:1]([CH:8]1[CH2:13][CH2:12][N:11](N)[CH2:10][CH2:9]1)([O:3][C:4]([CH3:7])([CH3:6])[CH3:5])=[O:2].C(=O)([O-])[O-].[K+].[K+].[I-].[K+].[CH3:23][O:24][CH2:25][CH2:26]Br.C(#[N:30])C. The catalyst is O. The product is [C:1]([C:8]1([NH2:30])[CH2:13][CH2:12][N:11]([CH2:26][CH2:25][O:24][CH3:23])[CH2:10][CH2:9]1)([O:3][C:4]([CH3:7])([CH3:6])[CH3:5])=[O:2]. The yield is 0.990.